This data is from CYP2D6 inhibition data for predicting drug metabolism from PubChem BioAssay. The task is: Regression/Classification. Given a drug SMILES string, predict its absorption, distribution, metabolism, or excretion properties. Task type varies by dataset: regression for continuous measurements (e.g., permeability, clearance, half-life) or binary classification for categorical outcomes (e.g., BBB penetration, CYP inhibition). Dataset: cyp2d6_veith. (1) The molecule is CCc1nnc(NC(=O)CSc2nc(C3CCCCC3)nc3ccccc23)s1. The result is 0 (non-inhibitor). (2) The compound is CO[C@H]1COC(=O)[C@@H](C)COC(=O)[C@@H](OCc2ccccc2)/C=C\[C@@H]1C. The result is 0 (non-inhibitor). (3) The compound is COc1ccc(C(=O)N/N=C2/SCC(=O)N2Cc2ccc3c(c2)OCO3)cc1OC. The result is 1 (inhibitor).